This data is from Forward reaction prediction with 1.9M reactions from USPTO patents (1976-2016). The task is: Predict the product of the given reaction. (1) Given the reactants [NH:1]1[C:5]2=[N:6][CH:7]=[C:8]([C:10]#[C:11][CH2:12][NH2:13])[CH:9]=[C:4]2[CH:3]=[N:2]1.CS(C)=O.C(N(CC)C(C)C)(C)C.[C:27]([C:29]1[CH:30]=[N:31][C:32](F)=[C:33]([CH:46]=1)[C:34]([NH:36][C@H:37]([C:39]1[CH:44]=[CH:43][C:42]([F:45])=[CH:41][CH:40]=1)[CH3:38])=[O:35])#[N:28], predict the reaction product. The product is: [NH:1]1[C:5]2=[N:6][CH:7]=[C:8]([C:10]#[C:11][CH2:12][NH:13][C:32]3[N:31]=[CH:30][C:29]([C:27]#[N:28])=[CH:46][C:33]=3[C:34]([NH:36][C@H:37]([C:39]3[CH:40]=[CH:41][C:42]([F:45])=[CH:43][CH:44]=3)[CH3:38])=[O:35])[CH:9]=[C:4]2[CH:3]=[N:2]1. (2) Given the reactants Cl[C:2]1[C:7]([Cl:8])=[CH:6][C:5]([C:9]([F:12])([F:11])[F:10])=[CH:4][N:3]=1.[CH2:13]([NH:20][S:21]([C:24]1[CH:33]=[CH:32][C:27]([C:28]([O:30][CH3:31])=[O:29])=[CH:26][C:25]=1[CH3:34])(=[O:23])=[O:22])[C:14]1[CH:19]=[CH:18][CH:17]=[CH:16][CH:15]=1, predict the reaction product. The product is: [CH2:13]([N:20]([C:2]1[C:7]([Cl:8])=[CH:6][C:5]([C:9]([F:12])([F:11])[F:10])=[CH:4][N:3]=1)[S:21]([C:24]1[CH:33]=[CH:32][C:27]([C:28]([O:30][CH3:31])=[O:29])=[CH:26][C:25]=1[CH3:34])(=[O:23])=[O:22])[C:14]1[CH:15]=[CH:16][CH:17]=[CH:18][CH:19]=1. (3) Given the reactants [F:1][C:2]([F:21])([F:20])[C:3]([N:5]1[CH2:11][CH:10]([CH3:12])[C:9]2[CH:13]=[CH:14][C:15]([O:17][CH3:18])=[CH:16][C:8]=2[CH2:7][CH:6]1[CH3:19])=[O:4].[Br:22]N1C(=O)CCC1=O, predict the reaction product. The product is: [F:21][C:2]([F:1])([F:20])[C:3]([N:5]1[CH2:11][CH:10]([CH3:12])[C:9]2[CH:13]=[C:14]([Br:22])[C:15]([O:17][CH3:18])=[CH:16][C:8]=2[CH2:7][CH:6]1[CH3:19])=[O:4]. (4) Given the reactants [F:1][C:2]1([F:12])[CH2:7][CH2:6][N:5]([S:8]([NH2:11])(=[O:10])=[O:9])[CH2:4][CH2:3]1.C(N(CC)CC)C.[C:20](O[C:20]([O:22][C:23]([CH3:26])([CH3:25])[CH3:24])=[O:21])([O:22][C:23]([CH3:26])([CH3:25])[CH3:24])=[O:21].Cl, predict the reaction product. The product is: [C:23]([O:22][C:20](=[O:21])[NH:11][S:8]([N:5]1[CH2:4][CH2:3][C:2]([F:1])([F:12])[CH2:7][CH2:6]1)(=[O:9])=[O:10])([CH3:26])([CH3:25])[CH3:24].